Dataset: Full USPTO retrosynthesis dataset with 1.9M reactions from patents (1976-2016). Task: Predict the reactants needed to synthesize the given product. (1) Given the product [OH:1][C:2]1([C:8]2[CH:9]=[C:10]([CH:14]3[O:19][C:18]4[CH:20]=[CH:21][CH:22]=[C:23]([C:24]#[N:26])[C:17]=4[O:16][CH2:15]3)[CH:11]=[N:12][CH:13]=2)[CH2:7][CH2:6][O:5][CH2:4][CH2:3]1, predict the reactants needed to synthesize it. The reactants are: [OH:1][C:2]1([C:8]2[CH:9]=[C:10]([CH:14]3[O:19][C:18]4[CH:20]=[CH:21][CH:22]=[C:23]([C:24]([NH2:26])=O)[C:17]=4[O:16][CH2:15]3)[CH:11]=[N:12][CH:13]=2)[CH2:7][CH2:6][O:5][CH2:4][CH2:3]1.O. (2) Given the product [C:1]([C:5]1[C:6]([OH:16])=[C:7]([S:12]([NH:15][C:18]2[CH:25]=[CH:24][C:21]([C:22]#[N:23])=[C:20]([C:26]([F:27])([F:28])[F:29])[CH:19]=2)(=[O:14])=[O:13])[CH:8]=[C:9]([CH3:11])[CH:10]=1)([CH3:4])([CH3:2])[CH3:3], predict the reactants needed to synthesize it. The reactants are: [C:1]([C:5]1[C:6]([OH:16])=[C:7]([S:12]([NH2:15])(=[O:14])=[O:13])[CH:8]=[C:9]([CH3:11])[CH:10]=1)([CH3:4])([CH3:3])[CH3:2].F[C:18]1[CH:25]=[CH:24][C:21]([C:22]#[N:23])=[C:20]([C:26]([F:29])([F:28])[F:27])[CH:19]=1.[K+].[Br-]. (3) The reactants are: [NH2:1][C:2]1[N:7]=[CH:6][N:5]=[C:4]([O:8][C:9]2[CH:10]=[C:11]([NH:15][C:16](=[O:26])/[CH:17]=[CH:18]/[CH2:19][N:20]3[CH2:25][CH2:24][NH:23][CH2:22][CH2:21]3)[CH:12]=[CH:13][CH:14]=2)[C:3]=1[C:27]1[CH:32]=[CH:31][C:30]([O:33][C:34]2[CH:39]=[CH:38][CH:37]=[CH:36][CH:35]=2)=[CH:29][CH:28]=1.[O:40]=[C:41]1[NH:45][CH:44]2[CH2:46][S:47][C@@H:48]([CH2:49][CH2:50][CH2:51][CH2:52][C:53](OC3C(F)=C(F)C(F)=C(F)C=3F)=[O:54])[CH:43]2[NH:42]1. Given the product [NH2:1][C:2]1[N:7]=[CH:6][N:5]=[C:4]([O:8][C:9]2[CH:10]=[C:11]([NH:15][C:16](=[O:26])/[CH:17]=[CH:18]/[CH2:19][N:20]3[CH2:25][CH2:24][N:23]([C:53](=[O:54])[CH2:52][CH2:51][CH2:50][CH2:49][C@H:48]4[CH:43]5[CH:44]([NH:45][C:41](=[O:40])[NH:42]5)[CH2:46][S:47]4)[CH2:22][CH2:21]3)[CH:12]=[CH:13][CH:14]=2)[C:3]=1[C:27]1[CH:28]=[CH:29][C:30]([O:33][C:34]2[CH:35]=[CH:36][CH:37]=[CH:38][CH:39]=2)=[CH:31][CH:32]=1, predict the reactants needed to synthesize it. (4) Given the product [CH3:1][O:2][C:3]1[CH:8]=[CH:7][C:6]([CH2:9][C:10]([OH:12])=[O:11])=[C:5]([CH2:13][C:14]2[CH:19]=[CH:18][CH:17]=[CH:16][C:15]=2[CH3:20])[CH:4]=1, predict the reactants needed to synthesize it. The reactants are: [CH3:1][O:2][C:3]1[CH:8]=[CH:7][C:6]([CH2:9][C:10]([OH:12])=[O:11])=[C:5]([C:13](=O)[C:14]2[CH:19]=[CH:18][CH:17]=[CH:16][C:15]=2[CH3:20])[CH:4]=1.C(C1C=C(OC)C=CC=1CC(O)=O)(=O)C1C=CC=CC=1. (5) Given the product [ClH:24].[ClH:24].[NH:8]1[CH2:13][CH2:12][CH:11]([NH:14][C:15]2[CH:23]=[CH:22][C:18]([C:19]([OH:21])=[O:20])=[CH:17][N:16]=2)[CH2:10][CH2:9]1, predict the reactants needed to synthesize it. The reactants are: C(OC([N:8]1[CH2:13][CH2:12][CH:11]([NH:14][C:15]2[CH:23]=[CH:22][C:18]([C:19]([OH:21])=[O:20])=[CH:17][N:16]=2)[CH2:10][CH2:9]1)=O)(C)(C)C.[ClH:24]. (6) Given the product [Cl:1][C:2]1[N:7]=[C:6]([N:8]([CH:16]([CH3:20])[CH3:17])[C@H:9]([CH2:14][CH3:15])[C:10]([O:12][CH3:13])=[O:11])[C:5]([N+:21]([O-:23])=[O:22])=[CH:4][N:3]=1, predict the reactants needed to synthesize it. The reactants are: [Cl:1][C:2]1[N:7]=[C:6]([N:8]([CH:16]2[CH2:20]CC[CH2:17]2)[C@H:9]([CH2:14][CH3:15])[C:10]([O:12][CH3:13])=[O:11])[C:5]([N+:21]([O-:23])=[O:22])=[CH:4][N:3]=1. (7) Given the product [CH2:1]([N:8]1[CH2:14][C:13]2[N:15]=[CH:16][C:17]([CH:20]3[CH2:22][CH2:21]3)=[N:18][C:12]=2[O:11][CH2:10][CH2:9]1)[C:2]1[CH:7]=[CH:6][CH:5]=[CH:4][CH:3]=1, predict the reactants needed to synthesize it. The reactants are: [CH2:1]([N:8]1[CH2:14][C:13]2[N:15]=[CH:16][C:17](Cl)=[N:18][C:12]=2[O:11][CH2:10][CH2:9]1)[C:2]1[CH:7]=[CH:6][CH:5]=[CH:4][CH:3]=1.[CH:20]1(B(O)O)[CH2:22][CH2:21]1.C1(P(C2CC2)C2CC2)CC1.CC(C)([O-])C.[K+]. (8) Given the product [CH3:26][O:25][C:23](=[O:24])[CH2:22][O:21][C:20]1[CH:27]=[C:28]([O:32][CH2:4][CH:2]2[CH2:3][O:1]2)[C:29]([Cl:31])=[CH:30][C:19]=1[Cl:18], predict the reactants needed to synthesize it. The reactants are: [O:1]1[CH2:3][C@H:2]1[CH2:4]OS(C1C=CC=C([N+]([O-])=O)C=1)(=O)=O.[Cl:18][C:19]1[CH:30]=[C:29]([Cl:31])[C:28]([OH:32])=[CH:27][C:20]=1[O:21][CH2:22][C:23]([O:25][CH3:26])=[O:24].C([O-])([O-])=O.[Cs+].[Cs+].O.